From a dataset of Reaction yield outcomes from USPTO patents with 853,638 reactions. Predict the reaction yield, written as a fraction of the theoretical maximum amount of product (1.0 means a 100% yield; for example, 0.34 means a 34% yield). (1) The reactants are [Br:1][C:2]1[CH:7]=[CH:6][C:5]([C:8](=[O:10])[CH3:9])=[CH:4][CH:3]=1.[CH3:11][Mg]Br. The catalyst is O1CCCC1. The product is [Br:1][C:2]1[CH:7]=[CH:6][C:5]([C:8]([OH:10])([CH3:11])[CH3:9])=[CH:4][CH:3]=1. The yield is 0.910. (2) The reactants are [C:1]([C:5]1[O:9][N:8]=[C:7]([NH:10][C:11]([NH:13][C:14]2[CH:19]=[CH:18][C:17]([CH3:20])=[C:16]([C:21]3[C:32](=[O:33])[N:31]([CH3:34])[C:24]4[N:25]=[C:26](SC)[N:27]=[CH:28][C:23]=4[CH:22]=3)[CH:15]=2)=[O:12])[CH:6]=1)([CH3:4])([CH3:3])[CH3:2].[CH3:35][NH2:36]. The catalyst is C1COCC1. The product is [C:1]([C:5]1[O:9][N:8]=[C:7]([NH:10][C:11]([NH:13][C:14]2[CH:19]=[CH:18][C:17]([CH3:20])=[C:16]([C:21]3[C:32](=[O:33])[N:31]([CH3:34])[C:24]4[N:25]=[C:26]([NH:36][CH3:35])[N:27]=[CH:28][C:23]=4[CH:22]=3)[CH:15]=2)=[O:12])[CH:6]=1)([CH3:4])([CH3:3])[CH3:2]. The yield is 0.320.